From a dataset of Reaction yield outcomes from USPTO patents with 853,638 reactions. Predict the reaction yield, written as a fraction of the theoretical maximum amount of product (1.0 means a 100% yield; for example, 0.34 means a 34% yield). (1) The reactants are Cl[CH2:2][CH2:3][CH2:4][CH2:5][N:6]1[C:10]2[CH:11]=[CH:12][CH:13]=[CH:14][C:9]=2[N:8]=[CH:7]1.[CH:15]1([N:21]2[CH2:26][CH2:25][NH:24][CH2:23][CH2:22]2)[CH2:20][CH2:19][CH2:18][CH2:17][CH2:16]1.C(N(C(C)C)CC)(C)C.[I-].[K+]. The catalyst is C(#N)C. The product is [CH:15]1([N:21]2[CH2:26][CH2:25][N:24]([CH2:2][CH2:3][CH2:4][CH2:5][N:6]3[C:10]4[CH:11]=[CH:12][CH:13]=[CH:14][C:9]=4[N:8]=[CH:7]3)[CH2:23][CH2:22]2)[CH2:20][CH2:19][CH2:18][CH2:17][CH2:16]1. The yield is 0.629. (2) The reactants are ClC1C=CC(N[N:9]=[C:10]2[CH2:15][CH2:14][CH2:13][CH2:12][C:11]2=[O:16])=CC=1.[ClH:17]. The catalyst is C(O)(=O)C. The product is [Cl:17][C:10]1[CH:11]=[C:12]2[C:13](=[CH:14][CH:15]=1)[NH:9][C:10]1[C:11](=[O:16])[CH2:12][CH2:13][CH2:14][C:15]2=1. The yield is 0.880. (3) The reactants are [CH:1]1([NH2:7])[CH2:6][CH2:5][CH2:4][CH2:3][CH2:2]1.CC1C=CC(S(O[CH2:19][CH2:20][O:21][CH2:22][CH2:23][O:24][CH2:25][C:26]#[CH:27])(=O)=O)=CC=1. The catalyst is C(O)C. The product is [CH2:25]([O:24][CH2:23][CH2:22][O:21][CH2:20][CH2:19][NH:7][CH:1]1[CH2:6][CH2:5][CH2:4][CH2:3][CH2:2]1)[C:26]#[CH:27]. The yield is 0.370. (4) The reactants are C(OC([N:8]1[CH2:13][CH2:12][N:11]([C:14]2[CH:15]=[N:16][C:17]([NH:20][C:21]3[N:22]=[CH:23][C:24]4[CH:30]=[C:29]([CH2:31][O:32][CH2:33][CH2:34][O:35][CH3:36])[C:28](=[O:37])[N:27]([CH:38]5[CH2:42][CH2:41][CH2:40][CH2:39]5)[C:25]=4[N:26]=3)=[CH:18][CH:19]=2)[CH2:10][CH2:9]1)=O)(C)(C)C.[ClH:43]. The catalyst is ClCCl.C(OCC)C. The product is [ClH:43].[CH:38]1([N:27]2[C:25]3[N:26]=[C:21]([NH:20][C:17]4[CH:18]=[CH:19][C:14]([N:11]5[CH2:10][CH2:9][NH:8][CH2:13][CH2:12]5)=[CH:15][N:16]=4)[N:22]=[CH:23][C:24]=3[CH:30]=[C:29]([CH2:31][O:32][CH2:33][CH2:34][O:35][CH3:36])[C:28]2=[O:37])[CH2:39][CH2:40][CH2:41][CH2:42]1. The yield is 0.921. (5) The reactants are [Cl:1][C:2]1[CH:3]=[C:4]([CH:12]([CH2:22][C@H:23]2[CH2:28][CH2:27][CH2:26][S:25][CH2:24]2)[C:13]([NH:15][C:16]2[CH:21]=[N:20][CH:19]=[CH:18][N:17]=2)=[O:14])[CH:5]=[CH:6][C:7]=1[S:8]([CH3:11])(=[O:10])=[O:9].C(O)=[O:30].OO. No catalyst specified. The product is [Cl:1][C:2]1[CH:3]=[C:4]([CH:12]([CH2:22][C@H:23]2[CH2:28][CH2:27][CH2:26][S:25](=[O:30])[CH2:24]2)[C:13]([NH:15][C:16]2[CH:21]=[N:20][CH:19]=[CH:18][N:17]=2)=[O:14])[CH:5]=[CH:6][C:7]=1[S:8]([CH3:11])(=[O:10])=[O:9]. The yield is 0.965. (6) The reactants are C[O:2][C:3]([C:5]1[CH:6]=[C:7]([CH:11]2[CH2:15][CH2:14][N:13]([C:16]([O:18][C:19]([CH3:22])([CH3:21])[CH3:20])=[O:17])[CH2:12]2)[CH:8]=[CH:9][CH:10]=1)=[O:4].[OH-].[Na+]. The catalyst is CCO.O. The product is [C:19]([O:18][C:16]([N:13]1[CH2:14][CH2:15][CH:11]([C:7]2[CH:6]=[C:5]([CH:10]=[CH:9][CH:8]=2)[C:3]([OH:4])=[O:2])[CH2:12]1)=[O:17])([CH3:22])([CH3:20])[CH3:21]. The yield is 0.980.